Dataset: Forward reaction prediction with 1.9M reactions from USPTO patents (1976-2016). Task: Predict the product of the given reaction. (1) Given the reactants [CH2:1]([NH:3][C:4]1[CH:9]=[CH:8][C:7]([F:10])=[C:6]([CH3:11])[CH:5]=1)[CH3:2].Br.Br[CH2:14][CH2:15][NH2:16], predict the reaction product. The product is: [CH2:1]([N:3]([C:4]1[CH:9]=[CH:8][C:7]([F:10])=[C:6]([CH3:11])[CH:5]=1)[CH2:14][CH2:15][NH2:16])[CH3:2]. (2) Given the reactants [CH3:1][O:2]/[N:3]=[C:4](/[C:15]1[CH:20]=[CH:19][CH:18]=[CH:17][CH:16]=1)\[CH2:5][O:6][C:7]1[CH:12]=[CH:11][C:10]([CH2:13][OH:14])=[CH:9][CH:8]=1.O[C:22]1[CH:27]=[CH:26][C:25]([CH2:28][CH2:29][C:30]([O:32]C)=[O:31])=[C:24]([O:34][CH3:35])[CH:23]=1, predict the reaction product. The product is: [CH3:35][O:34][C:24]1[CH:23]=[C:22]([O:14][CH2:13][C:10]2[CH:11]=[CH:12][C:7]([O:6][CH2:5]/[C:4](=[N:3]\[O:2][CH3:1])/[C:15]3[CH:20]=[CH:19][CH:18]=[CH:17][CH:16]=3)=[CH:8][CH:9]=2)[CH:27]=[CH:26][C:25]=1[CH2:28][CH2:29][C:30]([OH:32])=[O:31]. (3) Given the reactants [N-:1]=[N+:2]=[N-:3].[Na+].[NH4+].[Cl-].[N:7]1[CH:8]=[CH:9][N:10]2[CH:15]=[CH:14][C:13]([C:16]#[N:17])=[CH:12][C:11]=12, predict the reaction product. The product is: [N:1]1[NH:2][N:3]=[N:17][C:16]=1[C:13]1[CH:14]=[CH:15][N:10]2[CH:9]=[CH:8][N:7]=[C:11]2[CH:12]=1. (4) Given the reactants N#N.[CH3:3][C:4]1([C:9]2[CH:10]=[C:11]([CH:18]=[CH:19][CH:20]=2)[CH2:12]OS(C)(=O)=O)[O:8][CH2:7][CH2:6][O:5]1.[N+:21]([C:24]1[CH:25]=[N:26][NH:27][CH:28]=1)([O-:23])=[O:22].C([O-])([O-])=O.[K+].[K+].[Br-], predict the reaction product. The product is: [CH3:3][C:4]1([C:9]2[CH:10]=[C:11]([CH:18]=[CH:19][CH:20]=2)[CH2:12][N:26]2[CH:25]=[C:24]([N+:21]([O-:23])=[O:22])[CH:28]=[N:27]2)[O:8][CH2:7][CH2:6][O:5]1. (5) Given the reactants CS(C)=O.C(Cl)(=O)C(Cl)=O.[C:11]([O:15][C:16]([N:18]1[CH2:22][C@@H:21]([O:23][Si:24]([C:27]([CH3:30])([CH3:29])[CH3:28])([CH3:26])[CH3:25])[CH2:20][C@H:19]1[CH2:31][OH:32])=[O:17])([CH3:14])([CH3:13])[CH3:12].C(N(CC)CC)C, predict the reaction product. The product is: [C:11]([O:15][C:16]([N:18]1[CH2:22][C@@H:21]([O:23][Si:24]([C:27]([CH3:30])([CH3:29])[CH3:28])([CH3:26])[CH3:25])[CH2:20][C@H:19]1[CH:31]=[O:32])=[O:17])([CH3:14])([CH3:13])[CH3:12].